Regression. Given a peptide amino acid sequence and an MHC pseudo amino acid sequence, predict their binding affinity value. This is MHC class II binding data. From a dataset of Peptide-MHC class II binding affinity with 134,281 pairs from IEDB. (1) The peptide sequence is TVSLPVGADEDDIKA. The MHC is DRB1_0901 with pseudo-sequence DRB1_0901. The binding affinity (normalized) is 0. (2) The peptide sequence is VNVQTKPSLFKVRNG. The MHC is DRB3_0301 with pseudo-sequence DRB3_0301. The binding affinity (normalized) is 0.539. (3) The peptide sequence is MTEQQWNFAGIEAAA. The MHC is DRB1_0802 with pseudo-sequence DRB1_0802. The binding affinity (normalized) is 0.0687. (4) The peptide sequence is GSCVYNMMGKREKKLGE. The MHC is DRB1_0701 with pseudo-sequence DRB1_0701. The binding affinity (normalized) is 0.264. (5) The peptide sequence is DFDGRSEFAYGSFVR. The MHC is HLA-DPA10103-DPB10201 with pseudo-sequence HLA-DPA10103-DPB10201. The binding affinity (normalized) is 0.606. (6) The peptide sequence is CSEKPVMHYKPPSSL. The MHC is DRB1_0101 with pseudo-sequence DRB1_0101. The binding affinity (normalized) is 0.328. (7) The peptide sequence is PSNVASHVRVNVYLS. The MHC is DRB3_0101 with pseudo-sequence DRB3_0101. The binding affinity (normalized) is 0.237. (8) The peptide sequence is KKWNSITVMPLLCGIGC. The MHC is DRB1_0901 with pseudo-sequence DRB1_0901. The binding affinity (normalized) is 0.744. (9) The peptide sequence is VALFAVFLGSAHGIP. The MHC is HLA-DQA10104-DQB10503 with pseudo-sequence HLA-DQA10104-DQB10503. The binding affinity (normalized) is 0.379.